Task: Predict the reactants needed to synthesize the given product.. Dataset: Full USPTO retrosynthesis dataset with 1.9M reactions from patents (1976-2016) (1) Given the product [C:32]([O:36][C:37]([N:28]1[CH2:27][CH2:26][N:25]([CH2:24][C:23]2[CH:22]=[C:21]([Br:31])[CH:20]=[C:3]([C:4](=[O:5])[NH:6][CH2:7][C:8]3[CH:13]=[C:12]([Cl:14])[CH:11]=[CH:10][C:9]=3[S:15]([CH2:18][CH3:19])(=[O:17])=[O:16])[C:2]=2[NH2:1])[CH2:30][CH2:29]1)=[O:38])([CH3:35])([CH3:34])[CH3:33], predict the reactants needed to synthesize it. The reactants are: [NH2:1][C:2]1[C:23]([CH2:24][N:25]2[CH2:30][CH2:29][NH:28][CH2:27][CH2:26]2)=[CH:22][C:21]([Br:31])=[CH:20][C:3]=1[C:4]([NH:6][CH2:7][C:8]1[CH:13]=[C:12]([Cl:14])[CH:11]=[CH:10][C:9]=1[S:15]([CH2:18][CH3:19])(=[O:17])=[O:16])=[O:5].[C:32]([O:36][C:37](N1CCN(CC2C=C(N)C(C(OCC)=O)=CC=2Cl)CC1)=[O:38])([CH3:35])([CH3:34])[CH3:33]. (2) The reactants are: [F:1][C:2]1[C:3]([CH3:18])=[C:4]([CH2:8][C:9]([O:11][C@@H:12]([CH2:15][CH2:16]Br)[CH2:13]Br)=[O:10])[CH:5]=[CH:6][CH:7]=1.[Li+].C[Si]([N-][Si](C)(C)C)(C)C. Given the product [F:1][C:2]1[C:3]([CH3:18])=[C:4]([C@:8]23[CH2:13][C@H:12]([CH2:15][CH2:16]2)[O:11][C:9]3=[O:10])[CH:5]=[CH:6][CH:7]=1, predict the reactants needed to synthesize it. (3) The reactants are: C(#N)C.[CH:4]([C:7]([CH:9]([CH3:11])[CH3:10])=[O:8])([CH3:6])[CH3:5].[I-].[Na+].Cl[Si:15]([CH3:18])([CH3:17])[CH3:16]. Given the product [CH3:5][C:4](=[C:7]([O:8][Si:15]([CH3:18])([CH3:17])[CH3:16])[CH:9]([CH3:11])[CH3:10])[CH3:6], predict the reactants needed to synthesize it. (4) Given the product [F:1][C:2]1[CH:10]=[C:9]2[C:5]([C:6]([C:12]3[N:17]=[C:16]4[C:18]([C:21]([NH:40][C:30]([CH3:41])([CH2:29][O:28][Si:27]([CH3:43])([CH3:42])[C:25]([CH3:44])([CH3:26])[CH3:24])[CH2:31][O:32][Si:33]([CH3:38])([CH3:39])[C:34]([CH3:37])([CH3:36])[CH3:35])=[O:22])=[CH:19][NH:20][C:15]4=[N:14][CH:13]=3)=[N:7][N:8]2[CH3:11])=[CH:4][CH:3]=1, predict the reactants needed to synthesize it. The reactants are: [F:1][C:2]1[CH:10]=[C:9]2[C:5]([C:6]([C:12]3[N:17]=[C:16]4[C:18]([C:21](O)=[O:22])=[CH:19][NH:20][C:15]4=[N:14][CH:13]=3)=[N:7][N:8]2[CH3:11])=[CH:4][CH:3]=1.[CH3:24][C:25]([CH3:44])([Si:27]([CH3:43])([CH3:42])[O:28][CH2:29][C:30]([CH3:41])([NH2:40])[CH2:31][O:32][Si:33]([CH3:39])([CH3:38])[C:34]([CH3:37])([CH3:36])[CH3:35])[CH3:26].CN(C(ON1N=NC2C=CC=NC1=2)=[N+](C)C)C.F[P-](F)(F)(F)(F)F.CCN(C(C)C)C(C)C. (5) Given the product [CH2:1]([O:3][C:4]([N:6]1[C:15]2[C:10](=[N:11][C:12]([OH:16])=[CH:13][CH:14]=2)[C@@H:9]([NH:18][C:19]2[C:24]([CH2:25][C:26]3[CH:27]=[C:28]([C:36]([F:38])([F:39])[F:37])[CH:29]=[C:30]([C:32]([F:35])([F:33])[F:34])[CH:31]=3)=[CH:23][C:22]([N:40]3[CH2:41][CH2:42][O:43][CH2:44][CH2:45]3)=[CH:21][N:20]=2)[CH2:8][C@H:7]1[CH2:46][CH3:47])=[O:5])[CH3:2], predict the reactants needed to synthesize it. The reactants are: [CH2:1]([O:3][C:4]([N:6]1[C:15]2[C:10](=[N:11][C:12]([O:16]C)=[CH:13][CH:14]=2)[C@@H:9]([NH:18][C:19]2[C:24]([CH2:25][C:26]3[CH:31]=[C:30]([C:32]([F:35])([F:34])[F:33])[CH:29]=[C:28]([C:36]([F:39])([F:38])[F:37])[CH:27]=3)=[CH:23][C:22]([N:40]3[CH2:45][CH2:44][O:43][CH2:42][CH2:41]3)=[CH:21][N:20]=2)[CH2:8][C@H:7]1[CH2:46][CH3:47])=[O:5])[CH3:2].[I-].[Na+].C[Si](Cl)(C)C.